The task is: Predict the product of the given reaction.. This data is from Forward reaction prediction with 1.9M reactions from USPTO patents (1976-2016). (1) Given the reactants [Cl:1][C:2]1[CH:7]=[CH:6][C:5]([C:8]2[CH:13]=[C:12]([C:14]([F:17])([F:16])[F:15])[N:11]3[N:18]=[CH:19][C:20]([C:21]#[CH:22])=[C:10]3[N:9]=2)=[CH:4][C:3]=1[CH3:23].Br[C:25]1[CH:30]=[CH:29][C:28]([S:31]([NH2:34])(=[O:33])=[O:32])=[CH:27][CH:26]=1, predict the reaction product. The product is: [Cl:1][C:2]1[CH:7]=[CH:6][C:5]([C:8]2[CH:13]=[C:12]([C:14]([F:15])([F:17])[F:16])[N:11]3[N:18]=[CH:19][C:20]([C:21]#[C:22][C:25]4[CH:30]=[CH:29][C:28]([S:31]([NH2:34])(=[O:33])=[O:32])=[CH:27][CH:26]=4)=[C:10]3[N:9]=2)=[CH:4][C:3]=1[CH3:23]. (2) Given the reactants [C:1]1([NH:7][C:8]2[CH:13]=[C:12](Br)[CH:11]=[CH:10][C:9]=2[N+:15]([O-:17])=[O:16])[CH:6]=[CH:5][CH:4]=[CH:3][CH:2]=1.[C:18]([C:21]1[CH:22]=[C:23](B(O)O)[CH:24]=[CH:25][CH:26]=1)([OH:20])=[O:19].C([O-])([O-])=O.[K+].[K+], predict the reaction product. The product is: [N+:15]([C:9]1[CH:10]=[CH:11][C:12]([C:25]2[CH:24]=[CH:23][CH:22]=[C:21]([C:18]([OH:20])=[O:19])[CH:26]=2)=[CH:13][C:8]=1[NH:7][C:1]1[CH:6]=[CH:5][CH:4]=[CH:3][CH:2]=1)([O-:17])=[O:16].